This data is from Forward reaction prediction with 1.9M reactions from USPTO patents (1976-2016). The task is: Predict the product of the given reaction. (1) The product is: [S:8]([OH:35])([O:11][N:12]1[C:18](=[O:19])[N:17]2[CH2:20][C@H:13]1[CH2:14][CH2:15][C@H:16]2[C:21]1[CH:25]=[C:24]([CH2:26][NH2:27])[O:23][N:22]=1)(=[O:10])=[O:9].[C:1]([OH:7])([C:3]([F:6])([F:5])[F:4])=[O:2]. Given the reactants [C:1]([OH:7])([C:3]([F:6])([F:5])[F:4])=[O:2].[S:8]([O-:35])([O:11][N:12]1[C:18](=[O:19])[N:17]2[CH2:20][C@H:13]1[CH2:14][CH2:15][C@H:16]2[C:21]1[CH:25]=[C:24]([CH2:26][NH:27]C(OC(C)(C)C)=O)[O:23][N:22]=1)(=[O:10])=[O:9].[Na+], predict the reaction product. (2) Given the reactants [C:1]([C:3]1[C:8]([F:9])=[CH:7][C:6]([C:10]2[CH2:15][CH2:14][CH:13]([CH3:16])[CH2:12][CH:11]=2)=[CH:5][N:4]=1)#[CH:2].I[C:18]1[CH:33]=[CH:32][C:21]([O:22][CH2:23][CH2:24][N:25]2[CH2:30][CH2:29][CH:28]([CH3:31])[CH2:27][CH2:26]2)=[CH:20][CH:19]=1, predict the reaction product. The product is: [F:9][C:8]1[C:3]([C:1]#[C:2][C:18]2[CH:19]=[CH:20][C:21]([O:22][CH2:23][CH2:24][N:25]3[CH2:26][CH2:27][CH:28]([CH3:31])[CH2:29][CH2:30]3)=[CH:32][CH:33]=2)=[N:4][CH:5]=[C:6]([C:10]2[CH2:15][CH2:14][CH:13]([CH3:16])[CH2:12][CH:11]=2)[CH:7]=1. (3) Given the reactants C([O-])=O.[NH4+].[N+:5]([C:8]1[CH:17]=[CH:16][C:15]2[NH:14][C:13](=[O:18])[C:12]3[NH:19][CH:20]=[CH:21][C:11]=3[C:10]=2[CH:9]=1)([O-])=O.[CH2:22]([C:24]([O-:26])=[O:25])[CH3:23].[ClH:27], predict the reaction product. The product is: [NH2:5][C:8]1[CH:17]=[CH:16][C:15]2[NH:14][C:13](=[O:18])[C:12]3[NH:19][CH:20]=[CH:21][C:11]=3[C:10]=2[CH:9]=1.[ClH:27].[CH2:22]([C:24]([OH:26])=[O:25])[CH3:23]. (4) Given the reactants [CH2:1]([O:3][C:4]([C:6]1[CH:7]=[N:8][C:9]2[C:14]([C:15]=1Cl)=[CH:13][CH:12]=[CH:11][C:10]=2[N+:17]([O-])=O)=[O:5])[CH3:2].[CH:20]1([NH2:26])[CH2:25][CH2:24][CH2:23][CH2:22][CH2:21]1, predict the reaction product. The product is: [CH2:1]([O:3][C:4]([C:6]1[CH:7]=[N:8][C:9]2[C:14]([C:15]=1[NH:26][CH:20]1[CH2:25][CH2:24][CH2:23][CH2:22][CH2:21]1)=[CH:13][CH:12]=[CH:11][C:10]=2[NH2:17])=[O:5])[CH3:2]. (5) Given the reactants [C:1]([O:9][CH2:10][C:11]1([C:17]([O:19][CH2:20][CH3:21])=[O:18])[CH2:16][CH2:15][CH:14]=[CH:13][O:12]1)(=[O:8])[C:2]1[CH:7]=[CH:6][CH:5]=[CH:4][CH:3]=1.B.C1C[O:26]CC1.C([O-])(=O)C.[Na+].OO, predict the reaction product. The product is: [C:1]([O:9][CH2:10][C:11]1([C:17]([O:19][CH2:20][CH3:21])=[O:18])[CH2:16][CH2:15][CH:14]([OH:26])[CH2:13][O:12]1)(=[O:8])[C:2]1[CH:3]=[CH:4][CH:5]=[CH:6][CH:7]=1.